From a dataset of Catalyst prediction with 721,799 reactions and 888 catalyst types from USPTO. Predict which catalyst facilitates the given reaction. (1) Reactant: [NH2:1][C:2]1[CH:3]=[C:4]2[C:8](=[CH:9][CH:10]=1)[N:7]([CH2:11][CH2:12][C:13]#[N:14])[NH:6][C:5]2=[O:15].[Cl:16][C:17]1[C:18]([CH3:27])=[C:19]([S:23](Cl)(=[O:25])=[O:24])[CH:20]=[CH:21][CH:22]=1. Product: [Cl:16][C:17]1[C:18]([CH3:27])=[C:19]([S:23]([NH:1][C:2]2[CH:3]=[C:4]3[C:8](=[CH:9][CH:10]=2)[N:7]([CH2:11][CH2:12][C:13]#[N:14])[NH:6][C:5]3=[O:15])(=[O:25])=[O:24])[CH:20]=[CH:21][CH:22]=1. The catalyst class is: 17. (2) Product: [O:29]=[S:2]1(=[O:1])[CH2:3][CH2:4][CH:5]([C:8]2[C:16]3[C:11](=[C:12]([C:26]([NH2:28])=[O:27])[CH:13]=[C:14]([C:37]4[CH:38]=[C:39]([CH2:42][CH2:43][CH2:44][OH:45])[S:40][CH:41]=4)[CH:15]=3)[NH:10][CH:9]=2)[CH2:6][CH2:7]1. The catalyst class is: 368. Reactant: [O:1]=[S:2]1(=[O:29])[CH2:7][CH2:6][CH:5]([C:8]2[C:16]3[C:11](=[C:12]([C:26]([NH2:28])=[O:27])[CH:13]=[C:14](B4OC(C)(C)C(C)(C)O4)[CH:15]=3)[NH:10][CH:9]=2)[CH2:4][CH2:3]1.C([O-])([O-])=O.[K+].[K+].Br[C:37]1[CH:38]=[C:39]([CH2:42][CH2:43][CH2:44][OH:45])[S:40][CH:41]=1.O.